From a dataset of Reaction yield outcomes from USPTO patents with 853,638 reactions. Predict the reaction yield, written as a fraction of the theoretical maximum amount of product (1.0 means a 100% yield; for example, 0.34 means a 34% yield). The reactants are Br[C:2]1[CH:7]=[CH:6][C:5]([CH3:8])=[CH:4][CH:3]=1.[C:9]1([CH2:15][CH2:16][NH2:17])[CH2:14][CH2:13][CH2:12][CH2:11][CH:10]=1. No catalyst specified. The product is [CH3:8][C:5]1[CH:6]=[CH:7][C:2]([NH:17][CH2:16][CH2:15][C:9]2[CH2:14][CH2:13][CH2:12][CH2:11][CH:10]=2)=[CH:3][CH:4]=1. The yield is 0.920.